From a dataset of Peptide-MHC class II binding affinity with 134,281 pairs from IEDB. Regression. Given a peptide amino acid sequence and an MHC pseudo amino acid sequence, predict their binding affinity value. This is MHC class II binding data. The peptide sequence is FGQNTSAIAAAEAQY. The MHC is HLA-DQA10401-DQB10402 with pseudo-sequence HLA-DQA10401-DQB10402. The binding affinity (normalized) is 0.191.